From a dataset of Catalyst prediction with 721,799 reactions and 888 catalyst types from USPTO. Predict which catalyst facilitates the given reaction. (1) Reactant: C(O)C.[CH3:4][C:5]1[S:9][C:8]([CH2:10][C:11]2[CH:12]=[C:13]([CH:16]=[CH:17][CH:18]=2)[CH:14]=[O:15])=[CH:7][CH:6]=1.[BH4-].[Na+]. Product: [CH3:4][C:5]1[S:9][C:8]([CH2:10][C:11]2[CH:12]=[C:13]([CH2:14][OH:15])[CH:16]=[CH:17][CH:18]=2)=[CH:7][CH:6]=1. The catalyst class is: 6. (2) Reactant: C(N(CC)CC)C.Cl.Cl.[N+:10]([C:13]1[CH:18]=[CH:17][N:16]=[C:15]([O:19][CH:20]2[CH2:25][CH2:24][NH:23][CH2:22][CH2:21]2)[CH:14]=1)([O-:12])=[O:11].[F:26][C:27]1[CH:35]=[CH:34][CH:33]=[C:32]([F:36])[C:28]=1[C:29](Cl)=[O:30]. Product: [F:26][C:27]1[CH:35]=[CH:34][CH:33]=[C:32]([F:36])[C:28]=1[C:29]([N:23]1[CH2:24][CH2:25][CH:20]([O:19][C:15]2[CH:14]=[C:13]([N+:10]([O-:12])=[O:11])[CH:18]=[CH:17][N:16]=2)[CH2:21][CH2:22]1)=[O:30]. The catalyst class is: 4.